From a dataset of Full USPTO retrosynthesis dataset with 1.9M reactions from patents (1976-2016). Predict the reactants needed to synthesize the given product. (1) The reactants are: [CH2:1]([O:3][C:4]1[C:5]([F:27])=[C:6]([C:23]([F:26])=[CH:24][CH:25]=1)[O:7][C:8]1[CH:9]=[N:10][N:11]([CH:15]([CH2:19][CH:20]([CH3:22])[CH3:21])[C:16]([OH:18])=O)[C:12](=[O:14])[CH:13]=1)[CH3:2].[CH3:28][C:29]1([CH3:41])[O:33][C@H:32]([CH2:34][N:35]2[CH:39]=[CH:38][C:37]([NH2:40])=[N:36]2)[CH2:31][O:30]1. Given the product [CH3:28][C:29]1([CH3:41])[O:33][C@H:32]([CH2:34][N:35]2[CH:39]=[CH:38][C:37]([NH:40][C:16](=[O:18])[CH:15]([N:11]3[C:12](=[O:14])[CH:13]=[C:8]([O:7][C:6]4[C:23]([F:26])=[CH:24][CH:25]=[C:4]([O:3][CH2:1][CH3:2])[C:5]=4[F:27])[CH:9]=[N:10]3)[CH2:19][CH:20]([CH3:21])[CH3:22])=[N:36]2)[CH2:31][O:30]1, predict the reactants needed to synthesize it. (2) The reactants are: COC1C=C(OC)C=CC=1C[N:6]1[C:10](=[O:11])[N:9]([CH2:12][CH2:13][C:14]#[N:15])[N:8]=[C:7]1[C:16]1[C:24]2[C:19](=[N:20][CH:21]=[CH:22][CH:23]=2)[N:18]([CH2:25][C:26]2[CH:31]=[CH:30][CH:29]=[CH:28][C:27]=2[F:32])[N:17]=1.S(=O)(=O)(O)[OH:40].[OH-].[Na+]. Given the product [F:32][C:27]1[CH:28]=[CH:29][CH:30]=[CH:31][C:26]=1[CH2:25][N:18]1[C:19]2=[N:20][CH:21]=[CH:22][CH:23]=[C:24]2[C:16]([C:7]2[NH:6][C:10](=[O:11])[N:9]([CH2:12][CH2:13][C:14]([NH2:15])=[O:40])[N:8]=2)=[N:17]1, predict the reactants needed to synthesize it. (3) Given the product [Cl:22][C:23]1[CH:24]=[CH:25][C:26]([C:29]2[CH:30]=[CH:31][C:32]([C:35]#[C:36][C:9]3[CH:21]=[CH:20][C:12]4[S:13][C:14]([C:16]([O:18][CH3:19])=[O:17])=[CH:15][C:11]=4[CH:10]=3)=[N:33][CH:34]=2)=[CH:27][CH:28]=1, predict the reactants needed to synthesize it. The reactants are: C(N(CC)CC)C.I[C:9]1[CH:21]=[CH:20][C:12]2[S:13][C:14]([C:16]([O:18][CH3:19])=[O:17])=[CH:15][C:11]=2[CH:10]=1.[Cl:22][C:23]1[CH:28]=[CH:27][C:26]([C:29]2[CH:30]=[CH:31][C:32]([C:35]#[CH:36])=[N:33][CH:34]=2)=[CH:25][CH:24]=1.CCOC(C)=O. (4) The reactants are: [Br:1][C:2]1[S:3][C:4]([CH3:9])=[C:5]([CH2:7]O)[N:6]=1.C1(P(C2C=CC=CC=2)C2C=CC=CC=2)C=CC=CC=1.[NH:29]1[CH:33]=[C:32]([C:34]([O:36][CH2:37][CH3:38])=[O:35])[CH:31]=[N:30]1.N(C(OC(C)C)=O)=NC(OC(C)C)=O.[Cl-].[NH4+]. Given the product [Br:1][C:2]1[S:3][C:4]([CH3:9])=[C:5]([CH2:7][N:29]2[CH:33]=[C:32]([C:34]([O:36][CH2:37][CH3:38])=[O:35])[CH:31]=[N:30]2)[N:6]=1, predict the reactants needed to synthesize it. (5) Given the product [CH3:24][C@:21]12[C@@:20]3([CH3:25])[C@@H:11]([C@:12]4([CH3:37])[C@@H:17]([CH2:18][CH2:19]3)[C:16]([CH3:26])([CH3:27])[C:15]([C:28]3[CH:36]=[CH:35][C:31]([C:32]([OH:34])=[O:33])=[CH:30][CH:29]=3)=[CH:14][CH2:13]4)[CH2:10][CH2:9][C@@H:8]1[C@H:7]1[C@H:38]([C:41]([CH3:43])=[CH2:42])[CH2:39][CH2:40][C@:6]1([NH:5][CH2:48][CH2:49][N:50]1[CH2:55][CH2:54][S:53][CH2:52][CH2:51]1)[CH2:23][CH2:22]2, predict the reactants needed to synthesize it. The reactants are: CN(C)C(=O)C[NH:5][C@:6]12[CH2:40][CH2:39][C@@H:38]([C:41]([CH3:43])=[CH2:42])[C@@H:7]1[C@@H:8]1[C@@:21]([CH3:24])([CH2:22][CH2:23]2)[C@@:20]2([CH3:25])[C@@H:11]([C@:12]3([CH3:37])[C@@H:17]([CH2:18][CH2:19]2)[C:16]([CH3:27])([CH3:26])[C:15]([C:28]2[CH:36]=[CH:35][C:31]([C:32]([OH:34])=[O:33])=[CH:30][CH:29]=2)=[CH:14][CH2:13]3)[CH2:10][CH2:9]1.Cl.Cl[CH2:48][CH2:49][N:50]1[CH2:55][CH2:54][S:53][CH2:52][CH2:51]1.